This data is from Reaction yield outcomes from USPTO patents with 853,638 reactions. The task is: Predict the reaction yield, written as a fraction of the theoretical maximum amount of product (1.0 means a 100% yield; for example, 0.34 means a 34% yield). (1) The reactants are Cl.[CH2:2]([N:9]1[CH2:14][CH2:13][CH:12]([C:15]([O:17]CC)=O)[C:11](=O)[CH2:10]1)[C:3]1[CH:8]=[CH:7][CH:6]=[CH:5][CH:4]=1.Cl.[NH2:22][C:23]([NH2:25])=[NH:24].C[O-].[Na+]. The catalyst is CO. The product is [NH2:24][C:23]1[N:25]=[C:11]2[CH2:10][N:9]([CH2:2][C:3]3[CH:8]=[CH:7][CH:6]=[CH:5][CH:4]=3)[CH2:14][CH2:13][CH:12]2[C:15](=[O:17])[N:22]=1. The yield is 0.960. (2) The reactants are [Cl-].O[NH3+:3].[C:4](=[O:7])([O-])[OH:5].[Na+].CS(C)=O.[CH2:13]([C:17]1[N:18]([CH2:34][C:35]2[CH:40]=[CH:39][C:38]([C:41]3[C:42]([C:47]#[N:48])=[CH:43][CH:44]=[CH:45][CH:46]=3)=[CH:37][C:36]=2[F:49])[C:19](=[O:33])[C:20]([C:24]2[CH:25]=[CH:26][C:27]3[O:31][CH2:30][CH2:29][C:28]=3[CH:32]=2)=[C:21]([CH3:23])[N:22]=1)[CH2:14][CH2:15][CH3:16]. The catalyst is O. The product is [CH2:13]([C:17]1[N:18]([CH2:34][C:35]2[CH:40]=[CH:39][C:38]([C:41]3[CH:46]=[CH:45][CH:44]=[CH:43][C:42]=3[C:47]3[NH:3][C:4](=[O:7])[O:5][N:48]=3)=[CH:37][C:36]=2[F:49])[C:19](=[O:33])[C:20]([C:24]2[CH:25]=[CH:26][C:27]3[O:31][CH2:30][CH2:29][C:28]=3[CH:32]=2)=[C:21]([CH3:23])[N:22]=1)[CH2:14][CH2:15][CH3:16]. The yield is 0.840. (3) The reactants are [NH2:1][C:2]1[CH:3]=[N:4][C:5]([NH:8][C:9](=[O:11])[CH3:10])=[N:6][CH:7]=1.C(N(CC)CC)C.[Cl:19][C:20]1[C:25]([C:26](Cl)=[O:27])=[C:24]([F:29])[C:23]([NH:30][S:31]([CH2:34][CH2:35][CH3:36])(=[O:33])=[O:32])=[CH:22][CH:21]=1. The catalyst is O1CCCC1.C(OCC)(=O)C. The product is [C:9]([NH:8][C:5]1[N:6]=[CH:7][C:2]([NH:1][C:26](=[O:27])[C:25]2[C:20]([Cl:19])=[CH:21][CH:22]=[C:23]([NH:30][S:31]([CH2:34][CH2:35][CH3:36])(=[O:33])=[O:32])[C:24]=2[F:29])=[CH:3][N:4]=1)(=[O:11])[CH3:10]. The yield is 0.190. (4) The reactants are [OH:1][C:2]1[CH:3]=[C:4]([SH:8])[CH:5]=[CH:6][CH:7]=1.C([O:11][C:12](=O)[CH:13]([CH2:17][C:18]1[CH:23]=[CH:22][CH:21]=[C:20]([NH2:24])[C:19]=1[F:25])[C:14](=O)[CH3:15])C. The catalyst is O. The product is [F:25][C:19]1[C:20]([NH2:24])=[CH:21][CH:22]=[CH:23][C:18]=1[CH2:17][C:13]1[C:12](=[O:11])[O:1][C:2]2[CH:3]=[C:4]([SH:8])[CH:5]=[CH:6][C:7]=2[C:14]=1[CH3:15]. The yield is 0.0100.